This data is from Full USPTO retrosynthesis dataset with 1.9M reactions from patents (1976-2016). The task is: Predict the reactants needed to synthesize the given product. Given the product [CH2:1]([O:3][C:4]([C:6]1[C:15]([Cl:16])=[CH:14][C:13]2[C:8](=[C:9]([C:26]#[N:27])[CH:10]=[CH:11][CH:12]=2)[CH:7]=1)=[O:5])[CH3:2], predict the reactants needed to synthesize it. The reactants are: [CH2:1]([O:3][C:4]([C:6]1[C:15]([Cl:16])=[CH:14][C:13]2[C:8](=[C:9](OS(C(F)(F)F)(=O)=O)[CH:10]=[CH:11][CH:12]=2)[CH:7]=1)=[O:5])[CH3:2].O.[CH3:26][N:27](C)C=O.